The task is: Predict the product of the given reaction.. This data is from Forward reaction prediction with 1.9M reactions from USPTO patents (1976-2016). (1) The product is: [N:1]1([C:7]2[S:8][C:9]3[C:15]([N:16]([CH2:36][CH2:31][CH3:32])[CH2:17][CH2:18][CH3:19])=[CH:14][CH:13]=[CH:12][C:10]=3[N:11]=2)[CH2:2][CH2:3][O:4][CH2:5][CH2:6]1. Given the reactants [N:1]1([C:7]2[S:8][C:9]3[C:15]([NH2:16])=[CH:14][CH:13]=[CH:12][C:10]=3[N:11]=2)[CH2:6][CH2:5][O:4][CH2:3][CH2:2]1.[CH:17](=O)[CH2:18][CH3:19].C(O[BH-](O[C:31](=O)[CH3:32])OC(=O)C)(=O)C.[Na+].Cl[CH:36](Cl)C, predict the reaction product. (2) Given the reactants [CH2:1]([S:3][C:4]1[N:5]([CH2:12][C:13]2[CH:18]=[CH:17][C:16]([C:19]3[C:20]([C:25]#[N:26])=[CH:21][CH:22]=[CH:23][CH:24]=3)=[CH:15][CH:14]=2)[C:6](=[O:11])[CH:7]=[C:8]([CH3:10])[N:9]=1)[CH3:2].C([O-])(=O)C.[Na+].[Br:32]Br, predict the reaction product. The product is: [Br:32][C:7]1[C:6](=[O:11])[N:5]([CH2:12][C:13]2[CH:18]=[CH:17][C:16]([C:19]3[C:20]([C:25]#[N:26])=[CH:21][CH:22]=[CH:23][CH:24]=3)=[CH:15][CH:14]=2)[C:4]([S:3][CH2:1][CH3:2])=[N:9][C:8]=1[CH3:10]. (3) Given the reactants Cl[C:2]1[N:7]=[C:6]([C:8]2[O:12][C:11]([C:13]([CH3:16])([CH3:15])[CH3:14])=[N:10][C:9]=2[C:17]2[C:18]([F:32])=[C:19]([NH:23][S:24]([C:27]3[CH:31]=[CH:30][O:29][CH:28]=3)(=[O:26])=[O:25])[CH:20]=[CH:21][CH:22]=2)[CH:5]=[CH:4][N:3]=1.[OH-].[NH4+:34], predict the reaction product. The product is: [NH2:34][C:2]1[N:7]=[C:6]([C:8]2[O:12][C:11]([C:13]([CH3:16])([CH3:15])[CH3:14])=[N:10][C:9]=2[C:17]2[C:18]([F:32])=[C:19]([NH:23][S:24]([C:27]3[CH:31]=[CH:30][O:29][CH:28]=3)(=[O:26])=[O:25])[CH:20]=[CH:21][CH:22]=2)[CH:5]=[CH:4][N:3]=1.